From a dataset of Full USPTO retrosynthesis dataset with 1.9M reactions from patents (1976-2016). Predict the reactants needed to synthesize the given product. Given the product [CH3:6][S:5][C:3]1[N:1]=[N:2][CH:16]=[C:15]([C:10]2[CH:11]=[C:12]([F:14])[CH:13]=[C:8]([Cl:7])[CH:9]=2)[N:4]=1, predict the reactants needed to synthesize it. The reactants are: [NH:1]([C:3]([S:5][CH3:6])=[NH:4])[NH2:2].[Cl:7][C:8]1[CH:9]=[C:10]([C:15](=O)[CH:16]=O)[CH:11]=[C:12]([F:14])[CH:13]=1.